This data is from Peptide-MHC class II binding affinity with 134,281 pairs from IEDB. The task is: Regression. Given a peptide amino acid sequence and an MHC pseudo amino acid sequence, predict their binding affinity value. This is MHC class II binding data. (1) The peptide sequence is AAEQLWVTVYYGVPVWK. The MHC is HLA-DPA10103-DPB10401 with pseudo-sequence HLA-DPA10103-DPB10401. The binding affinity (normalized) is 0.900. (2) The MHC is DRB1_1101 with pseudo-sequence DRB1_1101. The peptide sequence is IAATAANAAPTNDKF. The binding affinity (normalized) is 0.177. (3) The peptide sequence is AFKVAATAANAAPVN. The MHC is DRB1_0401 with pseudo-sequence DRB1_0401. The binding affinity (normalized) is 0.363. (4) The peptide sequence is FGMVQFQKFFNPVTP. The MHC is HLA-DQA10501-DQB10301 with pseudo-sequence HLA-DQA10501-DQB10301. The binding affinity (normalized) is 0.172. (5) The binding affinity (normalized) is 0.822. The MHC is DRB1_0901 with pseudo-sequence DRB1_0901. The peptide sequence is AFKVAATAAHAAPAN.